Task: Predict the reactants needed to synthesize the given product.. Dataset: Full USPTO retrosynthesis dataset with 1.9M reactions from patents (1976-2016) (1) Given the product [ClH:1].[NH2:14][CH2:13][CH:12]([C:22]1[CH:23]=[C:24]([CH:25]=[CH:26][CH:27]=1)[CH2:28][N:29]([CH3:36])[S:30]([CH2:33][CH2:34][CH3:35])(=[O:32])=[O:31])[C:8]1([C:5]2[CH:4]=[CH:3][C:2]([Cl:1])=[CH:7][CH:6]=2)[CH2:9][CH2:10][CH2:11]1, predict the reactants needed to synthesize it. The reactants are: [Cl:1][C:2]1[CH:7]=[CH:6][C:5]([C:8]2([CH:12]([C:22]3[CH:27]=[CH:26][CH:25]=[C:24]([CH2:28][N:29]([CH3:36])[S:30]([CH2:33][CH2:34][CH3:35])(=[O:32])=[O:31])[CH:23]=3)[CH2:13][NH:14]C(=O)OC(C)(C)C)[CH2:11][CH2:10][CH2:9]2)=[CH:4][CH:3]=1.Cl. (2) Given the product [Cl:20][C:3]1[C:4]2[C:9](=[CH:8][CH:7]=[CH:6][C:5]=2[C:10]2[CH:11]=[N:12][C:13]3[C:18]([CH:19]=2)=[CH:17][CH:16]=[CH:15][CH:14]=3)[NH:1][N:2]=1, predict the reactants needed to synthesize it. The reactants are: [NH:1]1[C:9]2[C:4](=[C:5]([C:10]3[CH:11]=[N:12][C:13]4[C:18]([CH:19]=3)=[CH:17][CH:16]=[CH:15][CH:14]=4)[CH:6]=[CH:7][CH:8]=2)[CH:3]=[N:2]1.[Cl:20]N1C(=O)CCC1=O. (3) Given the product [Cl:11][C:10]1[C:5]2[N:4]([CH2:13][O:14][CH2:15][CH2:16][Si:17]([CH3:20])([CH3:19])[CH3:18])[C:3]([CH3:21])=[C:2]([CH:30]=[O:31])[C:6]=2[N:7]=[C:8]([CH3:12])[N:9]=1, predict the reactants needed to synthesize it. The reactants are: Br[C:2]1[C:6]2[N:7]=[C:8]([CH3:12])[N:9]=[C:10]([Cl:11])[C:5]=2[N:4]([CH2:13][O:14][CH2:15][CH2:16][Si:17]([CH3:20])([CH3:19])[CH3:18])[C:3]=1[CH3:21].C([Li])CCC.CN([CH:30]=[O:31])C. (4) Given the product [CH3:1][O:2][C:3]1[N:8]=[CH:7][C:6]([C:9]2[O:13][C:12]([CH3:14])=[C:11]([CH:15]([NH:20][C:21]3[CH:22]=[CH:23][C:24]([C:27]([N:29]([CH3:37])[CH2:30][CH2:31][C:32]([OH:34])=[O:33])=[O:28])=[CH:25][CH:26]=3)[CH2:16][CH:17]([CH3:19])[CH3:18])[CH:10]=2)=[CH:5][CH:4]=1, predict the reactants needed to synthesize it. The reactants are: [CH3:1][O:2][C:3]1[N:8]=[CH:7][C:6]([C:9]2[O:13][C:12]([CH3:14])=[C:11]([CH:15]([NH:20][C:21]3[CH:26]=[CH:25][C:24]([C:27]([N:29]([CH3:37])[CH2:30][CH2:31][C:32]([O:34]CC)=[O:33])=[O:28])=[CH:23][CH:22]=3)[CH2:16][CH:17]([CH3:19])[CH3:18])[CH:10]=2)=[CH:5][CH:4]=1.O1CCCC1.[OH-].[Li+]. (5) Given the product [C:1]([C:5]1[CH:6]=[C:7]([C:15]2[N:19]([C:20]3[CH:21]=[N:22][C:23]([S:26]([CH3:29])(=[O:28])=[O:27])=[CH:24][CH:25]=3)[N:18]=[C:17]([C:30]3[CH:39]=[CH:38][C:33]([C:34]([OH:36])=[O:35])=[CH:32][CH:31]=3)[CH:16]=2)[CH:8]=[C:9]([C:11]([CH3:14])([CH3:13])[CH3:12])[CH:10]=1)([CH3:2])([CH3:3])[CH3:4], predict the reactants needed to synthesize it. The reactants are: [C:1]([C:5]1[CH:6]=[C:7]([C:15]2[N:19]([C:20]3[CH:21]=[N:22][C:23]([S:26]([CH3:29])(=[O:28])=[O:27])=[CH:24][CH:25]=3)[N:18]=[C:17]([C:30]3[CH:39]=[CH:38][C:33]([C:34]([O:36]C)=[O:35])=[CH:32][CH:31]=3)[CH:16]=2)[CH:8]=[C:9]([C:11]([CH3:14])([CH3:13])[CH3:12])[CH:10]=1)([CH3:4])([CH3:3])[CH3:2].[Li+].[OH-].Cl. (6) Given the product [CH2:37]([O:38][CH:39]([C:41]1[C:50]2[C:45](=[CH:46][CH:47]=[C:48]([C:51]3[CH:56]=[CH:55][CH:54]=[CH:53][C:52]=3[O:57][CH3:58])[CH:49]=2)[NH:44][C:43]([CH3:60])([CH3:59])[CH:42]=1)[CH3:40])/[CH:31]=[CH:32]/[CH3:33], predict the reactants needed to synthesize it. The reactants are: C(OC(N1C2C(=CC(C3C=CC=CC=3OC)=CC=2)C(C(O)C)=CC1(C)C)=O)(C)(C)C.[CH:31]1([CH2:37][O:38][CH:39]([C:41]2[C:50]3[C:45](=[CH:46][CH:47]=[C:48]([C:51]4[CH:56]=[CH:55][CH:54]=[CH:53][C:52]=4[O:57][CH3:58])[CH:49]=3)[NH:44][C:43]([CH3:60])([CH3:59])[CH:42]=2)[CH3:40])CCC[CH2:33][CH2:32]1.C[Si]([N-][Si](C)(C)C)(C)C.[Na+].C1(CBr)CCCCC1.